This data is from Full USPTO retrosynthesis dataset with 1.9M reactions from patents (1976-2016). The task is: Predict the reactants needed to synthesize the given product. (1) The reactants are: [C:1]1([S:7]([C:10]2[C:18]3[C:13](=[CH:14][CH:15]=[C:16]([O:19][CH2:20][CH2:21]OS(C4C=CC(C)=CC=4)(=O)=O)[CH:17]=3)[NH:12][N:11]=2)(=[O:9])=[O:8])[CH:6]=[CH:5][CH:4]=[CH:3][CH:2]=1.[CH2:33]([NH2:37])[CH2:34][CH2:35][CH3:36]. Given the product [C:1]1([S:7]([C:10]2[C:18]3[C:13](=[CH:14][CH:15]=[C:16]([O:19][CH2:20][CH2:21][NH:37][CH2:33][CH2:34][CH2:35][CH3:36])[CH:17]=3)[NH:12][N:11]=2)(=[O:8])=[O:9])[CH:2]=[CH:3][CH:4]=[CH:5][CH:6]=1, predict the reactants needed to synthesize it. (2) The reactants are: [C:1]([N:3]1[C:11]2[CH:10]=[CH:9][C:8]([CH3:12])=[CH:7][C:6]=2[C:5]2[CH2:13][N:14]([CH3:17])[CH2:15][CH2:16][C:4]1=2)#[CH:2].Br[C:19]1[CH:28]=[CH:27][C:22]([C:23]([NH:25][CH3:26])=[O:24])=[C:21]([F:29])[CH:20]=1.CCCC[N+](CCCC)(CCCC)CCCC.[F-:47]. Given the product [CH3:17][N:14]1[CH2:15][CH2:16][C:4]2[N:3]([C:1]([F:47])=[CH:2][C:19]3[CH:28]=[CH:27][C:22]([C:23]([NH:25][CH3:26])=[O:24])=[C:21]([F:29])[CH:20]=3)[C:11]3[CH:10]=[CH:9][C:8]([CH3:12])=[CH:7][C:6]=3[C:5]=2[CH2:13]1, predict the reactants needed to synthesize it. (3) Given the product [Br:1][C:2]1[CH:3]=[C:4]2[C:11]3([N:12]=[C:13]([NH2:18])[C:14]([CH3:16])=[N:15]3)[CH2:10][CH2:9][O:8][C:5]2=[CH:6][CH:7]=1, predict the reactants needed to synthesize it. The reactants are: [Br:1][C:2]1[CH:3]=[C:4]2[C:11]3([N:15]=[C:14]([CH3:16])[C:13](=S)[NH:12]3)[CH2:10][CH2:9][O:8][C:5]2=[CH:6][CH:7]=1.[NH3:18]. (4) Given the product [C:23]([O:22][C:20]([N:1]1[CH2:6][CH2:5][CH:4]([C:7]2[CH:12]=[CH:11][CH:10]=[CH:9][C:8]=2[OH:13])[CH2:3][CH2:2]1)=[O:19])([CH3:26])([CH3:25])[CH3:24], predict the reactants needed to synthesize it. The reactants are: [NH:1]1[CH2:6][CH2:5][CH:4]([C:7]2[CH:12]=[CH:11][CH:10]=[CH:9][C:8]=2[OH:13])[CH2:3][CH2:2]1.C([O-])(O)=O.[Na+].[O:19](C(OC(C)(C)C)=O)[C:20]([O:22][C:23]([CH3:26])([CH3:25])[CH3:24])=O.C(Cl)Cl. (5) Given the product [Cl:1][C:2]1[CH:21]=[CH:20][C:5]([CH2:6][N:7]([C:8]2[CH:9]=[C:10]3[C:14](=[CH:15][CH:16]=2)[C:13](=[O:17])[N:12]([CH2:18][CH3:19])[CH2:11]3)[S:34]([C:32]2[N:31]=[CH:30][N:29]([CH3:28])[CH:33]=2)(=[O:36])=[O:35])=[CH:4][CH:3]=1, predict the reactants needed to synthesize it. The reactants are: [Cl:1][C:2]1[CH:21]=[CH:20][C:5]([CH2:6][NH:7][C:8]2[CH:9]=[C:10]3[C:14](=[CH:15][CH:16]=2)[C:13](=[O:17])[N:12]([CH2:18][CH3:19])[CH2:11]3)=[CH:4][CH:3]=1.N1C=CC=CC=1.[CH3:28][N:29]1[CH:33]=[C:32]([S:34](Cl)(=[O:36])=[O:35])[N:31]=[CH:30]1.